Dataset: Forward reaction prediction with 1.9M reactions from USPTO patents (1976-2016). Task: Predict the product of the given reaction. Given the reactants Cl.[O:2]1[C:6]2[CH:7]=[CH:8][CH:9]=[C:10]([CH:11]3[CH2:16][CH2:15][N:14]([CH2:17][CH2:18][C@H:19]4[CH2:24][CH2:23][C@H:22]([NH2:25])[CH2:21][CH2:20]4)[CH2:13][CH2:12]3)[C:5]=2[O:4][CH2:3]1.[O:26]1[C:31]2[CH:32]=[CH:33][C:34]([C:36](O)=[O:37])=[CH:35][C:30]=2[O:29][CH2:28][CH2:27]1, predict the reaction product. The product is: [O:2]1[C:6]2[CH:7]=[CH:8][CH:9]=[C:10]([CH:11]3[CH2:16][CH2:15][N:14]([CH2:17][CH2:18][C@H:19]4[CH2:20][CH2:21][C@H:22]([NH:25][C:36]([C:34]5[CH:33]=[CH:32][C:31]6[O:26][CH2:27][CH2:28][O:29][C:30]=6[CH:35]=5)=[O:37])[CH2:23][CH2:24]4)[CH2:13][CH2:12]3)[C:5]=2[O:4][CH2:3]1.